This data is from Full USPTO retrosynthesis dataset with 1.9M reactions from patents (1976-2016). The task is: Predict the reactants needed to synthesize the given product. (1) Given the product [C:25]([NH:9][C@H:10]([C:21]([O:23][CH3:24])=[O:22])[CH2:11][C:12]1[C:20]2[C:15](=[CH:16][CH:17]=[CH:18][CH:19]=2)[NH:14][CH:13]=1)(=[O:28])[CH:26]=[CH2:27], predict the reactants needed to synthesize it. The reactants are: C(N(CC)CC)C.Cl.[NH2:9][C@H:10]([C:21]([O:23][CH3:24])=[O:22])[CH2:11][C:12]1[C:20]2[C:15](=[CH:16][CH:17]=[CH:18][CH:19]=2)[NH:14][CH:13]=1.[C:25](O)(=[O:28])[CH:26]=[CH2:27].C1CCC(N=C=NC2CCCCC2)CC1. (2) Given the product [CH2:21]([O:28][C:29]([N:31]1[CH2:36][CH2:35][C:34]2([C:10]3[C:9](=[CH:8][CH:7]=[C:6]([C:2]([CH3:5])([CH3:4])[CH3:3])[CH:11]=3)[NH:12][CH2:37]2)[CH2:33][CH2:32]1)=[O:30])[C:22]1[CH:23]=[CH:24][CH:25]=[CH:26][CH:27]=1, predict the reactants needed to synthesize it. The reactants are: Cl.[C:2]([C:6]1[CH:11]=[CH:10][C:9]([NH:12]N)=[CH:8][CH:7]=1)([CH3:5])([CH3:4])[CH3:3].C(O)(C(F)(F)F)=O.[CH2:21]([O:28][C:29]([N:31]1[CH2:36][CH2:35][CH:34]([CH:37]=O)[CH2:33][CH2:32]1)=[O:30])[C:22]1[CH:27]=[CH:26][CH:25]=[CH:24][CH:23]=1.[BH4-].[Na+]. (3) Given the product [Cl:18][C:19]1[C:24]([NH:25][C:26]2[C:35]3[C:30](=[CH:31][C:32]([O:13][CH2:14][C@@H:15]4[O:17][CH2:16]4)=[CH:33][CH:34]=3)[N:29]=[C:28]([O:44][CH:23]3[CH2:24][CH2:50][O:51][CH2:21][CH2:22]3)[N:27]=2)=[C:23]2[O:44][CH2:45][O:46][C:22]2=[CH:21][CH:20]=1, predict the reactants needed to synthesize it. The reactants are: [F-].[Cs+].CC1C=CC(S([O:13][CH2:14][C@@H:15]2[O:17][CH2:16]2)(=O)=O)=CC=1.[Cl:18][C:19]1[C:24]([NH:25][C:26]2[C:35]3[C:30](=[CH:31][C:32](F)=[CH:33][C:34]=3OC3CCOCC3)[N:29]=[CH:28][N:27]=2)=[C:23]2[O:44][CH2:45][O:46][C:22]2=[CH:21][CH:20]=1.CN([CH:50]=[O:51])C. (4) Given the product [CH:2]1([N:8]2[C:11]([C:12]([O:14][CH3:15])=[O:13])=[CH:10][C:16]([OH:17])=[N:9]2)[CH2:7][CH2:6][CH2:5][CH2:4][CH2:3]1, predict the reactants needed to synthesize it. The reactants are: Cl.[CH:2]1([NH:8][NH2:9])[CH2:7][CH2:6][CH2:5][CH2:4][CH2:3]1.[C:10]([C:16](OC)=[O:17])#[C:11][C:12]([O:14][CH3:15])=[O:13].C([O-])(=O)C.[K+].C(O)(=O)C. (5) Given the product [C:16]1([C@@H:13]([N:12]([CH2:34][C:31]2[CH:32]=[CH:33][C:28]([C:26]([O:25][CH3:24])=[O:27])=[CH:29][CH:30]=2)[S:9]([C:6]2[CH:7]=[CH:8][C:3]([C:2]([F:1])([F:22])[F:23])=[CH:4][CH:5]=2)(=[O:10])=[O:11])[CH2:14][CH3:15])[CH:17]=[CH:18][CH:19]=[CH:20][CH:21]=1, predict the reactants needed to synthesize it. The reactants are: [F:1][C:2]([F:23])([F:22])[C:3]1[CH:8]=[CH:7][C:6]([S:9]([NH:12][C@H:13]([C:16]2[CH:21]=[CH:20][CH:19]=[CH:18][CH:17]=2)[CH2:14][CH3:15])(=[O:11])=[O:10])=[CH:5][CH:4]=1.[CH3:24][O:25][C:26]([C:28]1[CH:33]=[CH:32][C:31]([CH2:34]Br)=[CH:30][CH:29]=1)=[O:27]. (6) Given the product [OH:10][CH2:11][CH2:12][N:13]([CH2:31][CH2:32][OH:33])[CH2:14][CH2:15][CH2:16][O:17][CH2:18][CH2:19][CH2:20][CH2:8][CH2:7][CH2:5][CH2:4][CH:2]([CH3:1])[CH3:3].[CH3:1][CH:2]([CH2:4][C:5]([OH:9])([C:7]#[CH:8])[CH3:6])[CH3:3], predict the reactants needed to synthesize it. The reactants are: [CH3:1][CH:2]([CH2:4][C:5]([OH:9])([C:7]#[CH:8])[CH3:6])[CH3:3].[OH:10][CH2:11][CH2:12][N:13]([CH2:31][CH2:32][OH:33])[CH2:14][CH2:15][CH2:16][O:17][CH2:18][CH2:19][CH2:20]CCCCCCCC(C)C. (7) Given the product [ClH:1].[ClH:1].[CH3:28][C:29]([N:32]1[CH:36]=[C:35]([C:2]2[N:3]=[C:4]([NH:12][CH2:13][C@:14]3([F:27])[CH2:19][CH2:18][CH2:17][NH:16][CH2:15]3)[C:5]3[CH:6]=[CH:7][CH:8]=[N:9][C:10]=3[CH:11]=2)[CH:34]=[N:33]1)([CH3:31])[CH3:30], predict the reactants needed to synthesize it. The reactants are: [Cl:1][C:2]1[CH:11]=[C:10]2[C:5]([CH:6]=[CH:7][CH:8]=[N:9]2)=[C:4]([NH:12][CH2:13][C@:14]2([F:27])[CH2:19][CH2:18][CH2:17][N:16](C(OC(C)(C)C)=O)[CH2:15]2)[N:3]=1.[CH3:28][C:29]([N:32]1[CH:36]=[C:35](B2OC(C)(C)C(C)(C)O2)[CH:34]=[N:33]1)([CH3:31])[CH3:30].C(=O)(O)[O-].[Na+].